Predict which catalyst facilitates the given reaction. From a dataset of Catalyst prediction with 721,799 reactions and 888 catalyst types from USPTO. (1) Reactant: [F:1][C:2]1[C:7]([F:8])=[C:6]([CH3:9])[CH:5]=[CH:4][C:3]=1[C:10]1[S:11][CH:12]=[C:13]([NH:19][C:20]([C:22]2[CH:31]=[C:25]3[C:26]([F:30])=[CH:27][CH:28]=[CH:29][N:24]3[N:23]=2)=[O:21])[C:14]=1[C:15]([O:17]C)=[O:16].[OH-].[Li+]. Product: [F:1][C:2]1[C:7]([F:8])=[C:6]([CH3:9])[CH:5]=[CH:4][C:3]=1[C:10]1[S:11][CH:12]=[C:13]([NH:19][C:20]([C:22]2[CH:31]=[C:25]3[C:26]([F:30])=[CH:27][CH:28]=[CH:29][N:24]3[N:23]=2)=[O:21])[C:14]=1[C:15]([OH:17])=[O:16]. The catalyst class is: 193. (2) Reactant: [Cl:1][C:2]1[CH:7]=[C:6]([Cl:8])[CH:5]=[CH:4][C:3]=1[NH:9][C:10]1[CH2:15][CH2:14][N:13]([N:16]2[CH2:21][CH2:20][CH2:19][CH2:18][CH2:17]2)[C:12](=[O:22])[CH:11]=1.[H-].[Na+].Br[CH:26]([CH3:41])[C:27]([C:29]1[CH:34]=[CH:33][C:32]([O:35][CH:36]([O:38][CH2:39][CH3:40])[CH3:37])=[CH:31][CH:30]=1)=[O:28]. Product: [Cl:1][C:2]1[CH:7]=[C:6]([Cl:8])[CH:5]=[CH:4][C:3]=1[NH:9][C:10]1[CH2:15][CH2:14][N:13]([N:16]2[CH2:21][CH2:20][CH2:19][CH2:18][CH2:17]2)[C:12](=[O:22])[C:11]=1[CH:26]([CH3:41])[C:27]([C:29]1[CH:34]=[CH:33][C:32]([O:35][CH:36]([O:38][CH2:39][CH3:40])[CH3:37])=[CH:31][CH:30]=1)=[O:28]. The catalyst class is: 807. (3) Product: [F:17][C:4]1[CH:3]=[C:2]([N:20]2[C:21]3[CH2:22][C:23]([CH3:30])([CH3:31])[CH2:24][C:25](=[O:29])[C:26]=3[C:27]([CH3:28])=[C:19]2[CH3:18])[CH:9]=[C:8]([NH:10][CH:11]2[CH2:16][CH2:15][O:14][CH2:13][CH2:12]2)[C:5]=1[C:6]#[N:7]. The catalyst class is: 185. Reactant: Br[C:2]1[CH:9]=[C:8]([NH:10][CH:11]2[CH2:16][CH2:15][O:14][CH2:13][CH2:12]2)[C:5]([C:6]#[N:7])=[C:4]([F:17])[CH:3]=1.[CH3:18][C:19]1[NH:20][C:21]2[CH2:22][C:23]([CH3:31])([CH3:30])[CH2:24][C:25](=[O:29])[C:26]=2[C:27]=1[CH3:28].C([O-])([O-])=O.[K+].[K+].CNCCNC. (4) Reactant: C[O:2][C:3](=[O:29])[CH:4]([N:11]1[C:16](=[O:17])[CH:15]=[C:14]([O:18][C:19]2[N:24]=[C:23]([C:25]([F:28])([F:27])[F:26])[CH:22]=[CH:21][N:20]=2)[CH:13]=[N:12]1)[CH2:5][CH:6]1[CH2:10][CH2:9][CH2:8][CH2:7]1.[OH-].[Na+].C(OCC)(=O)C. Product: [CH:6]1([CH2:5][CH:4]([N:11]2[C:16](=[O:17])[CH:15]=[C:14]([O:18][C:19]3[N:24]=[C:23]([C:25]([F:26])([F:27])[F:28])[CH:22]=[CH:21][N:20]=3)[CH:13]=[N:12]2)[C:3]([OH:29])=[O:2])[CH2:10][CH2:9][CH2:8][CH2:7]1. The catalyst class is: 12. (5) Reactant: [C:1]([O:7][CH2:8][CH3:9])(=[O:6])[CH2:2][C:3]([CH3:5])=O.[Br:10][C:11]1[CH:12]=[C:13]([CH:16]=[CH:17][C:18]=1[F:19])[CH:14]=O.[NH4+:20].[OH-:21]. Product: [Br:10][C:11]1[CH:12]=[C:13]([CH:14]2[C:2]([C:1]([O:7][CH2:8][CH3:9])=[O:6])=[C:3]([CH3:5])[NH:20][C:3]([CH3:5])=[C:2]2[C:1]([O:7][CH2:8][CH3:9])=[O:21])[CH:16]=[CH:17][C:18]=1[F:19]. The catalyst class is: 271. (6) Reactant: Br[C:2]1[CH:7]=[C:6]([F:8])[C:5]([O:9][CH3:10])=[C:4]([Cl:11])[C:3]=1[CH3:12].C(=O)=O.CC(C)=O.[Li]CCCC.C(O[B:29]1[O:33][C:32]([CH3:35])([CH3:34])[C:31]([CH3:37])([CH3:36])[O:30]1)(C)C. Product: [Cl:11][C:4]1[C:3]([CH3:12])=[C:2]([B:29]2[O:33][C:32]([CH3:35])([CH3:34])[C:31]([CH3:37])([CH3:36])[O:30]2)[CH:7]=[C:6]([F:8])[C:5]=1[O:9][CH3:10]. The catalyst class is: 1. (7) Reactant: [NH2:1][C@H:2]1[CH2:7][CH2:6][C@H:5]([NH:8][C:9]2[CH:14]=[C:13]([C:15]3[CH:16]=[N:17][C:18]([O:29]C)=[C:19]([NH:21][CH2:22][CH:23]4[CH2:28][CH2:27][O:26][CH2:25][CH2:24]4)[CH:20]=3)[C:12]([Cl:31])=[CH:11][N:10]=2)[CH2:4][CH2:3]1.Cl. Product: [NH2:1][C@H:2]1[CH2:7][CH2:6][C@H:5]([NH:8][C:9]2[CH:14]=[C:13]([C:15]3[CH:16]=[N:17][C:18]([OH:29])=[C:19]([NH:21][CH2:22][CH:23]4[CH2:28][CH2:27][O:26][CH2:25][CH2:24]4)[CH:20]=3)[C:12]([Cl:31])=[CH:11][N:10]=2)[CH2:4][CH2:3]1. The catalyst class is: 6.